This data is from Full USPTO retrosynthesis dataset with 1.9M reactions from patents (1976-2016). The task is: Predict the reactants needed to synthesize the given product. Given the product [CH3:6][CH2:7][O:8][C:9]([C@@H:11]1[CH2:15][C:14]([CH:4]=[O:5])=[CH:13][N:12]1[C:16]([O:18][C:19]([CH3:21])([CH3:20])[CH3:22])=[O:17])=[O:10], predict the reactants needed to synthesize it. The reactants are: CN([CH:4]=[O:5])C.[CH3:6][CH2:7][O:8][C:9]([C@@H:11]1[CH2:15][CH:14]=[CH:13][N:12]1[C:16]([O:18][C:19]([CH3:22])([CH3:21])[CH3:20])=[O:17])=[O:10].[OH-].[Na+].